From a dataset of Forward reaction prediction with 1.9M reactions from USPTO patents (1976-2016). Predict the product of the given reaction. (1) Given the reactants [C:1]([NH:5][C:6](=[O:15])[C:7]1[CH:12]=[CH:11][C:10](Br)=[CH:9][C:8]=1[F:14])([CH3:4])([CH3:3])[CH3:2].[NH2:16][C:17]([CH3:22])([CH3:21])[C:18]([OH:20])=[O:19].C([O-])([O-])=O.[K+].[K+].C(C1CCCCC1=O)(=O)C.C(O)(=O)CC(CC(O)=O)(C(O)=O)O, predict the reaction product. The product is: [C:1]([NH:5][C:6]([C:7]1[CH:12]=[CH:11][C:10]([NH:16][C:17]([CH3:22])([CH3:21])[C:18]([OH:20])=[O:19])=[CH:9][C:8]=1[F:14])=[O:15])([CH3:4])([CH3:3])[CH3:2]. (2) Given the reactants [CH2:1]([N:8]1[CH:13]([CH2:14]O)[CH2:12][CH2:11][CH2:10][CH:9]1[CH2:16][OH:17])[C:2]1[CH:7]=[CH:6][CH:5]=[CH:4][CH:3]=1.S(=O)(=O)(O)O.C(=O)([O-])[O-].[Na+].[Na+], predict the reaction product. The product is: [CH2:1]([N:8]1[CH:9]2[CH2:10][CH2:11][CH2:12][CH:13]1[CH2:14][O:17][CH2:16]2)[C:2]1[CH:3]=[CH:4][CH:5]=[CH:6][CH:7]=1. (3) Given the reactants [N:1]1([C:10]2[S:14][C:13]([C:15]([OH:17])=O)=[C:12]([N:18]([C:30]([O:32][CH2:33][C:34]3[CH:39]=[CH:38][CH:37]=[CH:36][CH:35]=3)=[O:31])[CH2:19][C:20]3[CH:25]=[CH:24][CH:23]=[CH:22][C:21]=3[C:26]([F:29])([F:28])[F:27])[CH:11]=2)[C:5]2[CH:6]=[CH:7][CH:8]=[CH:9][C:4]=2[N:3]=[CH:2]1.[Cl-].[NH4+].C[N:43]1CCOCC1.ON1C2C=CC=CC=2N=N1.Cl.CN(C)CCCN=C=NCC.Cl, predict the reaction product. The product is: [NH2:43][C:15]([C:13]1[S:14][C:10]([N:1]2[C:5]3[CH:6]=[CH:7][CH:8]=[CH:9][C:4]=3[N:3]=[CH:2]2)=[CH:11][C:12]=1[N:18]([CH2:19][C:20]1[CH:25]=[CH:24][CH:23]=[CH:22][C:21]=1[C:26]([F:27])([F:29])[F:28])[C:30](=[O:31])[O:32][CH2:33][C:34]1[CH:35]=[CH:36][CH:37]=[CH:38][CH:39]=1)=[O:17]. (4) Given the reactants Cl.C(=N)OCC.[C:7]([NH2:11])([CH3:10])([CH3:9])[CH3:8].C1(N2[C:19]([CH:20]=[O:21])=[CH:18][N:17]=[C:16]2C)CC1, predict the reaction product. The product is: [C:7]([N:11]1[C:19]([CH:20]=[O:21])=[CH:18][N:17]=[CH:16]1)([CH3:10])([CH3:9])[CH3:8]. (5) Given the reactants [NH2:1][C:2]1[C:11]2[C:6](=[CH:7][CH:8]=[CH:9][CH:10]=2)[CH:5]=[CH:4][C:3]=1[C:12]([OH:21])([C:17]([F:20])([F:19])[F:18])[C:13]([F:16])([F:15])[F:14].[CH:22]1([CH2:27][C:28](Cl)=[O:29])[CH2:26][CH2:25][CH2:24][CH2:23]1, predict the reaction product. The product is: [CH:22]1([CH2:27][C:28]([NH:1][C:2]2[C:11]3[C:6](=[CH:7][CH:8]=[CH:9][CH:10]=3)[CH:5]=[CH:4][C:3]=2[C:12]([OH:21])([C:13]([F:14])([F:15])[F:16])[C:17]([F:18])([F:19])[F:20])=[O:29])[CH2:26][CH2:25][CH2:24][CH2:23]1. (6) Given the reactants [CH2:1]([C@H:7]1[C@@H:12]([OH:13])[CH2:11][C@@H:10]([CH2:14][CH2:15][CH2:16][CH2:17][CH2:18][CH2:19][CH2:20][CH2:21][CH2:22][CH2:23][CH3:24])[O:9][C:8]1=[O:25])[CH2:2][CH2:3][CH2:4][CH2:5][CH3:6].[O:26]1[CH:31]=[CH:30][CH2:29][CH2:28][CH2:27]1.O.C1(C)C=CC(S(O)(=O)=O)=CC=1, predict the reaction product. The product is: [CH2:1]([C@H:7]1[C@@H:12]([O:13][CH:27]2[CH2:28][CH2:29][CH2:30][CH2:31][O:26]2)[CH2:11][C@@H:10]([CH2:14][CH2:15][CH2:16][CH2:17][CH2:18][CH2:19][CH2:20][CH2:21][CH2:22][CH2:23][CH3:24])[O:9][C:8]1=[O:25])[CH2:2][CH2:3][CH2:4][CH2:5][CH3:6]. (7) The product is: [CH3:6][C:7]1[CH:8]=[C:9]([N:14]2[C:18](=[O:19])[C:17]([CH:24]=[O:25])=[C:16]([CH3:20])[NH:15]2)[CH:10]=[CH:11][C:12]=1[CH3:13]. Given the reactants P(Cl)(Cl)(Cl)=O.[CH3:6][C:7]1[CH:8]=[C:9]([N:14]2[C:18](=[O:19])[CH:17]=[C:16]([CH3:20])[NH:15]2)[CH:10]=[CH:11][C:12]=1[CH3:13].O.CN(C)[CH:24]=[O:25], predict the reaction product. (8) Given the reactants [NH2:1][C:2]1[N:7]=[C:6]([N:8]2[C@H:13]([CH3:14])[CH2:12][CH2:11][C@H:10]([C:15](O)=[O:16])[CH2:9]2)[CH:5]=[C:4]([C:18]2[CH:23]=[CH:22][C:21]([C:24]#[N:25])=[C:20]([F:26])[CH:19]=2)[N:3]=1.CN(C(ON1N=NC2C=CC=NC1=2)=[N+](C)C)C.F[P-](F)(F)(F)(F)F.CCN(C(C)C)C(C)C.[CH:60]1([NH2:66])[CH2:65][CH2:64][CH2:63][CH2:62][CH2:61]1, predict the reaction product. The product is: [NH2:1][C:2]1[N:7]=[C:6]([N:8]2[C@H:13]([CH3:14])[CH2:12][CH2:11][C@H:10]([C:15]([NH:66][CH:60]3[CH2:65][CH2:64][CH2:63][CH2:62][CH2:61]3)=[O:16])[CH2:9]2)[CH:5]=[C:4]([C:18]2[CH:23]=[CH:22][C:21]([C:24]#[N:25])=[C:20]([F:26])[CH:19]=2)[N:3]=1.